Dataset: Catalyst prediction with 721,799 reactions and 888 catalyst types from USPTO. Task: Predict which catalyst facilitates the given reaction. (1) Reactant: FC(F)(F)C(O)=O.[CH3:8][S:9]([C:12]1[CH:27]=[CH:26][C:15]2[N:16]([CH:20]3[CH2:25][CH2:24][NH:23][CH2:22][CH2:21]3)[C:17](=[O:19])[NH:18][C:14]=2[CH:13]=1)(=[O:11])=[O:10].Cl[CH2:29][C:30]([CH:32]1[CH2:37][CH2:36][C:35]([O:39][CH3:40])([CH3:38])[CH2:34][CH2:33]1)=[O:31]. Product: [CH3:40][O:39][C:35]1([CH3:38])[CH2:34][CH2:33][CH:32]([C:30](=[O:31])[CH2:29][N:23]2[CH2:22][CH2:21][CH:20]([N:16]3[C:15]4[CH:26]=[CH:27][C:12]([S:9]([CH3:8])(=[O:10])=[O:11])=[CH:13][C:14]=4[NH:18][C:17]3=[O:19])[CH2:25][CH2:24]2)[CH2:37][CH2:36]1. The catalyst class is: 18. (2) Reactant: [CH2:1]([O:8][C:9](=[O:22])[NH:10][C:11]12[CH2:20][CH:15]3[CH2:16][CH:17]([CH2:19][CH:13]([C:14]3=[O:21])[CH2:12]1)[CH2:18]2)[C:2]1[CH:7]=[CH:6][CH:5]=[CH:4][CH:3]=1.[BH4-].[Na+].Cl. Product: [CH2:1]([O:8][C:9](=[O:22])[NH:10][C:11]12[CH2:12][CH:13]3[CH2:19][CH:17]([CH2:16][CH:15]([CH:14]3[OH:21])[CH2:20]1)[CH2:18]2)[C:2]1[CH:7]=[CH:6][CH:5]=[CH:4][CH:3]=1. The catalyst class is: 1. (3) Reactant: CS(O[CH2:6][C:7]1[CH:12]=[C:11]([C:13]([CH3:16])([CH3:15])[CH3:14])[CH:10]=[C:9]([N+:17]([O-:19])=[O:18])[C:8]=1[O:20][CH3:21])(=O)=O.[CH3:22][S-:23].[Na+]. Product: [C:13]([C:11]1[CH:10]=[C:9]([N+:17]([O-:19])=[O:18])[C:8]([O:20][CH3:21])=[C:7]([CH2:6][S:23][CH3:22])[CH:12]=1)([CH3:14])([CH3:15])[CH3:16]. The catalyst class is: 12. (4) Reactant: Br[C:2]1[CH:3]=[N:4][N:5]([CH2:10][C:11]([NH:13][CH2:14][C:15]2[CH:20]=[CH:19][N:18]=[CH:17][CH:16]=2)=[O:12])[C:6](=[O:9])[C:7]=1[Br:8].[CH3:21][CH:22]1[CH:30]([OH:31])[CH2:29][CH:25]2[C:26]([CH3:28])([CH3:27])[CH:23]1[CH2:24]2.[H-].[Na+].O. Product: [Br:8][C:7]1[C:6](=[O:9])[N:5]([CH2:10][C:11]([NH:13][CH2:14][C:15]2[CH:20]=[CH:19][N:18]=[CH:17][CH:16]=2)=[O:12])[N:4]=[CH:3][C:2]=1[O:31][C@@H:30]1[CH2:29][C@@H:25]2[CH2:24][C@@H:23]([C:26]2([CH3:28])[CH3:27])[C@H:22]1[CH3:21]. The catalyst class is: 12. (5) Reactant: [CH:1]1([CH:6]2[N:10]([C:11]3[CH:18]=[CH:17][C:14]([C:15]#[N:16])=[C:13]([CH3:19])[CH:12]=3)[NH:9][C:8](=O)[CH2:7]2)[CH2:5][CH2:4][CH2:3][CH2:2]1.P(Cl)(Cl)([Cl:23])=O. Product: [Cl:23][C:8]1[CH2:7][CH:6]([CH:1]2[CH2:5][CH2:4][CH2:3][CH2:2]2)[N:10]([C:11]2[CH:18]=[CH:17][C:14]([C:15]#[N:16])=[C:13]([CH3:19])[CH:12]=2)[N:9]=1. The catalyst class is: 10.